From a dataset of Forward reaction prediction with 1.9M reactions from USPTO patents (1976-2016). Predict the product of the given reaction. (1) The product is: [Cl:1][C:2]1[CH:3]=[CH:4][C:5]([CH2:6][CH2:7][NH:8][C:9]([C:11]2[CH:33]=[CH:32][C:14]([O:15][C:16]3[CH:25]=[C:24]4[C:19]([CH:20]([C:26]([OH:28])=[O:27])[CH2:21][CH2:22][O:23]4)=[CH:18][C:17]=3[C:30]#[N:31])=[C:13]([CH3:34])[CH:12]=2)=[O:10])=[CH:35][CH:36]=1. Given the reactants [Cl:1][C:2]1[CH:36]=[CH:35][C:5]([CH2:6][CH2:7][NH:8][C:9]([C:11]2[CH:33]=[CH:32][C:14]([O:15][C:16]3[CH:25]=[C:24]4[C:19]([CH:20]([C:26]([O:28]C)=[O:27])[CH2:21][CH2:22][O:23]4)=[CH:18][C:17]=3[C:30]#[N:31])=[C:13]([CH3:34])[CH:12]=2)=[O:10])=[CH:4][CH:3]=1.[Li+].[OH-].C(O)(=O)C, predict the reaction product. (2) Given the reactants [CH3:1][C:2]1([CH3:22])[N:6]2[C:7](=[O:20])[C:8]([N:11]3[C:15]4[N:16]=[CH:17][N:18]=[CH:19][C:14]=4[CH:13]=[CH:12]3)=[CH:9][CH:10]=[C:5]2[C:4](=[O:21])[NH:3]1.[H][H], predict the reaction product. The product is: [CH3:1][C:2]1([CH3:22])[N:6]2[C:7](=[O:20])[C:8]([N:11]3[C:15]4[N:16]=[CH:17][N:18]=[CH:19][C:14]=4[CH2:13][CH2:12]3)=[CH:9][CH:10]=[C:5]2[C:4](=[O:21])[NH:3]1.